This data is from Full USPTO retrosynthesis dataset with 1.9M reactions from patents (1976-2016). The task is: Predict the reactants needed to synthesize the given product. Given the product [O:43]=[C:38]([NH:1][C:2]1[CH:7]=[N:6][CH:5]=[C:4]([C:8]2[N:13]=[C:12]([NH:14][CH2:15][C:16]3[CH:21]=[CH:20][CH:19]=[CH:18][N:17]=3)[C:11]3=[C:22]([C:25]4[CH:30]=[CH:29][CH:28]=[CH:27][CH:26]=4)[CH:23]=[CH:24][N:10]3[N:9]=2)[CH:3]=1)[C:39]([O:41][CH3:42])=[O:40], predict the reactants needed to synthesize it. The reactants are: [NH2:1][C:2]1[CH:3]=[C:4]([C:8]2[N:13]=[C:12]([NH:14][CH2:15][C:16]3[CH:21]=[CH:20][CH:19]=[CH:18][N:17]=3)[C:11]3=[C:22]([C:25]4[CH:30]=[CH:29][CH:28]=[CH:27][CH:26]=4)[CH:23]=[CH:24][N:10]3[N:9]=2)[CH:5]=[N:6][CH:7]=1.N1C=CC=CC=1.Cl[C:38](=[O:43])[C:39]([O:41][CH3:42])=[O:40].